From a dataset of Reaction yield outcomes from USPTO patents with 853,638 reactions. Predict the reaction yield, written as a fraction of the theoretical maximum amount of product (1.0 means a 100% yield; for example, 0.34 means a 34% yield). (1) The reactants are [Cl:1][CH2:2][C:3]1[NH:12][C:11](=O)[C:10]2[C:5](=[CH:6][CH:7]=[CH:8][CH:9]=2)[N:4]=1.COC(=O)[C:17]1[CH:22]=[CH:21][CH:20]=[CH:19][C:18]=1[NH2:23].Cl[CH2:26]C#N.Cl.[O:30]1CCOC[CH2:31]1. No catalyst specified. The product is [Cl:1][CH2:2][C:3]1[N:12]=[C:11]([N:23]([C:18]2[CH:17]=[CH:22][C:21]([O:30][CH3:31])=[CH:20][CH:19]=2)[CH3:26])[C:10]2[C:5](=[CH:6][CH:7]=[CH:8][CH:9]=2)[N:4]=1. The yield is 0.796. (2) The reactants are [F:1][C:2]1[CH:7]=[CH:6][C:5]([NH:8][C:9]([C:11]2[C:19]3[C:14](=[CH:15][CH:16]=[C:17]([N+:20]([O-])=O)[CH:18]=3)[NH:13][N:12]=2)=[O:10])=[CH:4][CH:3]=1.C(O)C. The catalyst is [Pd].CN(C=O)C. The product is [F:1][C:2]1[CH:3]=[CH:4][C:5]([NH:8][C:9]([C:11]2[C:19]3[C:14](=[CH:15][CH:16]=[C:17]([NH2:20])[CH:18]=3)[NH:13][N:12]=2)=[O:10])=[CH:6][CH:7]=1. The yield is 0.750. (3) The reactants are [C:1]([C:3]1[CH:4]=[C:5]2[C:10](=[CH:11][C:12]=1[F:13])[O:9][CH2:8][CH2:7][CH:6]2[C:14]([O:16]C)=[O:15])#[N:2].[OH-].[Na+].O.CO. The catalyst is C1COCC1.C(OCC)(=O)C.Cl. The product is [C:1]([C:3]1[CH:4]=[C:5]2[C:10](=[CH:11][C:12]=1[F:13])[O:9][CH2:8][CH2:7][CH:6]2[C:14]([OH:16])=[O:15])#[N:2]. The yield is 0.950. (4) The reactants are N1C(Cl)=NC(Cl)=NC=1[Cl:3].CN(C)C=O.[Cl:15][C:16]1[C:17]([CH3:39])=[C:18]([C:28]2[CH:29]=[CH:30][C:31]([C:34]([N:36]([CH3:38])[CH3:37])=[O:35])=[N:32][CH:33]=2)[C:19]([O:25][CH2:26][CH3:27])=[C:20]([CH:22](O)[CH3:23])[CH:21]=1. The catalyst is ClCCl. The product is [Cl:15][C:16]1[C:17]([CH3:39])=[C:18]([C:28]2[CH:29]=[CH:30][C:31]([C:34]([N:36]([CH3:38])[CH3:37])=[O:35])=[N:32][CH:33]=2)[C:19]([O:25][CH2:26][CH3:27])=[C:20]([CH:22]([Cl:3])[CH3:23])[CH:21]=1. The yield is 0.900. (5) The reactants are [CH3:1][O:2][CH2:3][C@@H:4]1[CH2:8][N:7]([C:9]([O:11][C:12]([CH3:15])([CH3:14])[CH3:13])=[O:10])[C@H:6]([C:16]([O:18]C)=[O:17])[CH2:5]1.[Li+].[OH-].Cl. The catalyst is C1COCC1.CO. The product is [C:12]([O:11][C:9]([N:7]1[CH2:8][C@@H:4]([CH2:3][O:2][CH3:1])[CH2:5][C@H:6]1[C:16]([OH:18])=[O:17])=[O:10])([CH3:15])([CH3:13])[CH3:14]. The yield is 0.990. (6) The reactants are C1C=CC2N(O)N=NC=2C=1.O.C(N(CC)C(C)C)(C)C.[CH3:21][C@H:22]([NH:26][C:27]([O:29][C:30]([CH3:33])([CH3:32])[CH3:31])=[O:28])[C:23]([OH:25])=O.Cl.CN(C)CCCN=C=NCC.[NH2:46][CH:47]1[N:53]=[C:52]([C:54]2[CH:59]=[CH:58][CH:57]=[CH:56][CH:55]=2)[C:51]2[CH:60]=[CH:61][CH:62]=[CH:63][C:50]=2[N:49]([CH2:64][CH2:65][CH2:66][C:67]([F:70])([F:69])[F:68])[C:48]1=[O:71]. The catalyst is C1COCC1.C(Cl)Cl. The product is [C:30]([O:29][C:27]([NH:26][C@H:22]([C:23]([NH:46][CH:47]1[N:53]=[C:52]([C:54]2[CH:55]=[CH:56][CH:57]=[CH:58][CH:59]=2)[C:51]2[CH:60]=[CH:61][CH:62]=[CH:63][C:50]=2[N:49]([CH2:64][CH2:65][CH2:66][C:67]([F:69])([F:68])[F:70])[C:48]1=[O:71])=[O:25])[CH3:21])=[O:28])([CH3:33])([CH3:32])[CH3:31]. The yield is 0.830.